The task is: Predict the product of the given reaction.. This data is from Forward reaction prediction with 1.9M reactions from USPTO patents (1976-2016). Given the reactants C(OC([NH:8][C@@H:9]([C:11]1[C:12]([F:43])=[C:13]([C:17]2[CH:22]=[C:21]([CH2:23][CH2:24][CH2:25][F:26])[CH:20]=[C:19]([CH2:27][O:28][C:29]3[CH:34]=[CH:33][CH:32]=[CH:31][C:30]=3[CH2:35][C:36]([O:38]C(C)(C)C)=[O:37])[CH:18]=2)[CH:14]=[CH:15][CH:16]=1)[CH3:10])=O)(C)(C)C.Cl, predict the reaction product. The product is: [NH2:8][C@@H:9]([C:11]1[C:12]([F:43])=[C:13]([C:17]2[CH:22]=[C:21]([CH2:23][CH2:24][CH2:25][F:26])[CH:20]=[C:19]([CH2:27][O:28][C:29]3[CH:34]=[CH:33][CH:32]=[CH:31][C:30]=3[CH2:35][C:36]([OH:38])=[O:37])[CH:18]=2)[CH:14]=[CH:15][CH:16]=1)[CH3:10].